From a dataset of Forward reaction prediction with 1.9M reactions from USPTO patents (1976-2016). Predict the product of the given reaction. (1) Given the reactants [BH4-].[Na+].[CH3:3][C:4]1[CH:9]=[C:8]([CH3:10])[CH:7]=[CH:6][C:5]=1[CH:11]([C:32]1[CH:37]=[CH:36][CH:35]=[CH:34][CH:33]=1)[NH:12][C:13](=[O:31])[CH2:14][C:15]1[CH:20]=[CH:19][C:18]([C:21](=[O:30])[CH2:22][C:23]2[C:24]([CH3:29])=[N:25][CH:26]=[CH:27][CH:28]=2)=[CH:17][CH:16]=1, predict the reaction product. The product is: [CH3:3][C:4]1[CH:9]=[C:8]([CH3:10])[CH:7]=[CH:6][C:5]=1[CH:11]([C:32]1[CH:37]=[CH:36][CH:35]=[CH:34][CH:33]=1)[NH:12][C:13](=[O:31])[CH2:14][C:15]1[CH:20]=[CH:19][C:18]([CH:21]([OH:30])[CH2:22][C:23]2[C:24]([CH3:29])=[N:25][CH:26]=[CH:27][CH:28]=2)=[CH:17][CH:16]=1. (2) Given the reactants [N:1]1[N:2]([C:6]2[CH:11]=[CH:10][CH:9]=[CH:8][C:7]=2[C:12]([N:14]2[CH2:19][C@H:18]([OH:20])[CH2:17][CH2:16][C@H:15]2[CH3:21])=[O:13])[N:3]=[CH:4][CH:5]=1.[H-].[Na+].F[C:25]1[N:34]=[CH:33][CH:32]=[C:31]([I:35])[C:26]=1[C:27]([O:29][CH3:30])=[O:28], predict the reaction product. The product is: [N:1]1[N:2]([C:6]2[CH:11]=[CH:10][CH:9]=[CH:8][C:7]=2[C:12]([N:14]2[C@H:15]([CH3:21])[CH2:16][CH2:17][C@@H:18]([O:20][C:25]3[N:34]=[CH:33][CH:32]=[C:31]([I:35])[C:26]=3[C:27]([O:29][CH3:30])=[O:28])[CH2:19]2)=[O:13])[N:3]=[CH:4][CH:5]=1. (3) Given the reactants [C:1]1([N:7]2[CH2:12][CH2:11][CH:10]([C:13](OCC)=[O:14])[CH2:9][CH2:8]2)[CH:6]=[CH:5][CH:4]=[CH:3][CH:2]=1.[H-].[Li+].[Al+3].[H-].[H-].[H-].[Cl-].[NH4+], predict the reaction product. The product is: [C:1]1([N:7]2[CH2:8][CH2:9][CH:10]([CH2:13][OH:14])[CH2:11][CH2:12]2)[CH:2]=[CH:3][CH:4]=[CH:5][CH:6]=1. (4) Given the reactants OC(C1[O:5][C:6](=[O:20])[C:7]2[C:12](C=1C1C=CC=CC=1)=[CH:11][CH:10]=[CH:9][CH:8]=2)C.Br[C:22]1[C:31]2[C:26](=[CH:27][CH:28]=[CH:29][CH:30]=2)C(=O)O[C:23]=1[CH:33]([NH:35][C:36](=[O:42])[O:37][C:38]([CH3:41])([CH3:40])[CH3:39])[CH3:34].C1(B(O)O)C=CC=CC=1, predict the reaction product. The product is: [O:20]=[C:6]1[C:7]2[C:12](=[CH:11][CH:10]=[CH:9][CH:8]=2)[C:22]([C:31]2[CH:26]=[CH:27][CH:28]=[CH:29][CH:30]=2)=[C:23]([CH:33]([NH:35][C:36](=[O:42])[O:37][C:38]([CH3:41])([CH3:40])[CH3:39])[CH3:34])[O:5]1. (5) The product is: [Cl:8][C:6]1[N:5]=[C:4]2[N:9]([CH:12]3[CH2:17][CH2:16][CH2:15][CH2:14][O:13]3)[N:10]=[CH:11][C:3]2=[C:2]([C:23]2[CH2:28][CH2:27][O:26][CH2:25][CH:24]=2)[N:7]=1. Given the reactants Cl[C:2]1[N:7]=[C:6]([Cl:8])[N:5]=[C:4]2[N:9]([CH:12]3[CH2:17][CH2:16][CH2:15][CH2:14][O:13]3)[N:10]=[CH:11][C:3]=12.C([Sn](CCCC)(CCCC)[C:23]1[CH2:24][CH2:25][O:26][CH2:27][CH:28]=1)CCC, predict the reaction product.